This data is from Reaction yield outcomes from USPTO patents with 853,638 reactions. The task is: Predict the reaction yield, written as a fraction of the theoretical maximum amount of product (1.0 means a 100% yield; for example, 0.34 means a 34% yield). (1) The reactants are [Cl:1][C:2]1[CH:3]=[CH:4][C:5]([NH:8][C:9]([C:11]2[CH:16]=[CH:15][CH:14]=[CH:13][C:12]=2[NH:17][C:18]([C:20]2[CH:25]=[CH:24][C:23]([C:26]#[N:27])=[CH:22][CH:21]=2)=[O:19])=[O:10])=[N:6][CH:7]=1.[BH4-].[Na+]. The yield is 0.300. The catalyst is CN(C=O)C.[Co](Cl)Cl. The product is [NH2:27][CH2:26][C:23]1[CH:22]=[CH:21][C:20]([C:18]([NH:17][C:12]2[CH:13]=[CH:14][CH:15]=[CH:16][C:11]=2[C:9](=[O:10])[NH:8][C:5]2[CH:4]=[CH:3][C:2]([Cl:1])=[CH:7][N:6]=2)=[O:19])=[CH:25][CH:24]=1. (2) The reactants are [Br:1][C:2]1[CH:21]=[CH:20][C:5]([O:6][CH:7]2[CH2:12][CH2:11][N:10](C(OC(C)(C)C)=O)[CH2:9][CH2:8]2)=[C:4]([O:22][CH3:23])[CH:3]=1.C(O)(C(F)(F)F)=O. The catalyst is C(Cl)Cl. The product is [Br:1][C:2]1[CH:21]=[CH:20][C:5]([O:6][CH:7]2[CH2:12][CH2:11][NH:10][CH2:9][CH2:8]2)=[C:4]([O:22][CH3:23])[CH:3]=1. The yield is 0.960. (3) The reactants are Br[C:2]1[C:6]([N:7]([CH3:9])[CH3:8])=[C:5]([C:10]2[CH:15]=[CH:14][C:13]([Cl:16])=[CH:12][CH:11]=2)[S:4][C:3]=1[C:17]([O:19][CH2:20][CH3:21])=[O:18].C(O)C.[S:25]([C:29]1[CH:34]=[CH:33][C:32](B(O)O)=[CH:31][CH:30]=1)(=[O:28])(=[O:27])[NH2:26].C(=O)([O-])[O-].[K+].[K+]. The catalyst is C1(C)C=CC=CC=1.C1C=CC([P]([Pd]([P](C2C=CC=CC=2)(C2C=CC=CC=2)C2C=CC=CC=2)([P](C2C=CC=CC=2)(C2C=CC=CC=2)C2C=CC=CC=2)[P](C2C=CC=CC=2)(C2C=CC=CC=2)C2C=CC=CC=2)(C2C=CC=CC=2)C2C=CC=CC=2)=CC=1. The product is [Cl:16][C:13]1[CH:14]=[CH:15][C:10]([C:5]2[S:4][C:3]([C:17]([O:19][CH2:20][CH3:21])=[O:18])=[C:2]([C:32]3[CH:33]=[CH:34][C:29]([S:25](=[O:28])(=[O:27])[NH2:26])=[CH:30][CH:31]=3)[C:6]=2[N:7]([CH3:9])[CH3:8])=[CH:11][CH:12]=1. The yield is 0.760. (4) The reactants are [Cl:1][C:2]1[C:10]([NH:11][S:12]([C:15]2[S:16][CH:17]=[CH:18][CH:19]=2)(=[O:14])=[O:13])=[C:9]2[C:5]([CH:6]=[C:7]([C:20]([NH2:22])=O)[NH:8]2)=[CH:4][CH:3]=1.COC1C=CC(P2(SP(C3C=CC(OC)=CC=3)(=S)S2)=[S:32])=CC=1. The catalyst is O1CCCC1. The product is [Cl:1][C:2]1[C:10]([NH:11][S:12]([C:15]2[S:16][CH:17]=[CH:18][CH:19]=2)(=[O:14])=[O:13])=[C:9]2[C:5]([CH:6]=[C:7]([C:20](=[S:32])[NH2:22])[NH:8]2)=[CH:4][CH:3]=1. The yield is 0.910. (5) The yield is 0.0700. The product is [F:1][C:2]1[CH:7]=[CH:6][C:5]([N:8]2[CH2:17][CH2:16][C:15]3[C:10](=[CH:11][CH:12]=[C:13]([O:18][CH2:19][C:20]4[CH:25]=[CH:24][CH:23]=[CH:22][CH:21]=4)[CH:14]=3)[CH:9]2[CH2:26][C:27]2[CH:28]=[CH:29][C:30]([O:33][CH2:41][CH2:42][CH:43]3[CH2:48][CH2:47][CH2:46][CH2:45][N:44]3[CH3:49])=[CH:31][CH:32]=2)=[CH:4][CH:3]=1. The catalyst is CN(C=O)C.O. The reactants are [F:1][C:2]1[CH:7]=[CH:6][C:5]([N:8]2[CH2:17][CH2:16][C:15]3[C:10](=[CH:11][CH:12]=[C:13]([O:18][CH2:19][C:20]4[CH:25]=[CH:24][CH:23]=[CH:22][CH:21]=4)[CH:14]=3)[CH:9]2[CH2:26][C:27]2[CH:32]=[CH:31][C:30]([OH:33])=[CH:29][CH:28]=2)=[CH:4][CH:3]=1.C(=O)([O-])[O-].[K+].[K+].Cl[CH2:41][CH2:42][CH:43]1[CH2:48][CH2:47][CH2:46][CH2:45][N:44]1[CH3:49].C(Cl)Cl.CO. (6) The reactants are [Cl:1][C:2]1[CH:3]=[C:4]([C@@H:9]([C@H:17]2[CH2:21][O:20]C3(CCCCC3)[O:18]2)[NH:10][S@](C(C)(C)C)=O)[CH:5]=[CH:6][C:7]=1[Cl:8].Cl.CC(O)C.O1CCOCC1. The catalyst is O.C(Cl)Cl. The product is [ClH:1].[NH2:10][C@@H:9]([C:4]1[CH:5]=[CH:6][C:7]([Cl:8])=[C:2]([Cl:1])[CH:3]=1)[C@H:17]([OH:18])[CH2:21][OH:20]. The yield is 0.940. (7) The reactants are Cl[C:2]1[C:7]([C:8]([N:10]2[CH2:15][CH2:14][CH:13]([C:16]3[CH:21]=[CH:20][C:19]([F:22])=[CH:18][CH:17]=3)[CH2:12][CH2:11]2)=[O:9])=[CH:6][N:5]([CH3:23])[C:4](=[O:24])[C:3]=1[CH3:25].[F:26][C:27]1[CH:33]=[C:32]([F:34])[C:31]([F:35])=[CH:30][C:28]=1[NH2:29]. No catalyst specified. The product is [F:22][C:19]1[CH:20]=[CH:21][C:16]([CH:13]2[CH2:14][CH2:15][N:10]([C:8]([C:7]3[C:2]([NH:29][C:28]4[CH:30]=[C:31]([F:35])[C:32]([F:34])=[CH:33][C:27]=4[F:26])=[C:3]([CH3:25])[C:4](=[O:24])[N:5]([CH3:23])[CH:6]=3)=[O:9])[CH2:11][CH2:12]2)=[CH:17][CH:18]=1. The yield is 0.670.